From a dataset of Forward reaction prediction with 1.9M reactions from USPTO patents (1976-2016). Predict the product of the given reaction. (1) Given the reactants [C:1]([C:5]1[N:6]=[C:7]([NH:10][C:11]([C:13]2C=CN3C(=O)C(/C=C/C4N=NNN=4)=C(N4CCC[C@@H](OC(NCC[N+](C)(C)C)=O)C4)N=C3C=2)=[O:12])[S:8][CH:9]=1)([CH3:4])([CH3:3])[CH3:2].C(C1N=C(NC([C:59]2[CH:86]=[CH:85][N:62]3[C:63](=[O:84])[C:64](/[CH:68]=[CH:69]/[C:70]4[N:71]=[N:72][N:73]([CH2:75][C:76]5[CH:81]=[CH:80][C:79]([O:82][CH3:83])=[CH:78][CH:77]=5)[N:74]=4)=[C:65](O)[N:66]=[C:61]3[CH:60]=2)=O)SC=1)(C)(C)C.Cl.[OH:88][C@H:89]1[CH2:94][CH2:93][CH2:92][NH:91][CH2:90]1, predict the reaction product. The product is: [C:1]([C:5]1[N:6]=[C:7]([NH:10][C:11]([CH2:13][C:59]2[CH:86]=[CH:85][N:62]3[C:63](=[O:84])[C:64](/[CH:68]=[CH:69]/[C:70]4[N:71]=[N:72][N:73]([CH2:75][C:76]5[CH:81]=[CH:80][C:79]([O:82][CH3:83])=[CH:78][CH:77]=5)[N:74]=4)=[C:65]([N:91]4[CH2:92][CH2:93][CH2:94][C@H:89]([OH:88])[CH2:90]4)[N:66]=[C:61]3[CH:60]=2)=[O:12])[S:8][CH:9]=1)([CH3:2])([CH3:3])[CH3:4]. (2) Given the reactants [F:1][C:2]1[CH:7]=[CH:6][C:5]([CH2:8][NH:9][C:10](=[O:27])[C:11]2[C:16]([CH3:17])=[CH:15][C:14]([N:18]3[CH2:23][CH2:22][O:21][CH2:20][CH2:19]3)=[CH:13][C:12]=2[C:24]([CH3:26])=[CH2:25])=[CH:4][CH:3]=1, predict the reaction product. The product is: [F:1][C:2]1[CH:7]=[CH:6][C:5]([CH2:8][NH:9][C:10](=[O:27])[C:11]2[C:16]([CH3:17])=[CH:15][C:14]([N:18]3[CH2:19][CH2:20][O:21][CH2:22][CH2:23]3)=[CH:13][C:12]=2[CH:24]([CH3:25])[CH3:26])=[CH:4][CH:3]=1. (3) Given the reactants [CH2:1]([N:5]1[C:13]2[N:12]=[C:11]([Cl:14])[NH:10][C:9]=2[C:8](=[O:15])[N:7]([CH2:16][CH2:17][CH2:18][C:19]([O:21]CC)=O)[C:6]1=[O:24])[CH2:2][CH2:3][CH3:4].[Cl:25][C:26]1[CH:31]=[C:30]([F:32])[CH:29]=[CH:28][C:27]=1[CH2:33]/[C:34](=[N:37]/[H])/[NH:35]O.[O-]CC.[Na+], predict the reaction product. The product is: [CH2:1]([N:5]1[C:13]2[N:12]=[C:11]([Cl:14])[NH:10][C:9]=2[C:8](=[O:15])[N:7]([CH2:16][CH2:17][CH2:18][C:19]2[O:21][N:35]=[C:34]([CH2:33][C:27]3[CH:28]=[CH:29][C:30]([F:32])=[CH:31][C:26]=3[Cl:25])[N:37]=2)[C:6]1=[O:24])[CH2:2][CH2:3][CH3:4]. (4) The product is: [C:1]1([O:7][C:8](=[O:34])[N:9]([C:19]2[CH:24]=[C:23]([O:25][C:26]3[CH:31]=[CH:30][C:29]([NH:32][C:48]([C:45]4([C:43](=[O:44])[NH:42][C:37]5[CH:38]=[CH:39][CH:40]=[CH:41][C:36]=5[F:35])[CH2:46][CH2:47]4)=[O:49])=[C:28]([F:33])[CH:27]=3)[CH:22]=[CH:21][N:20]=2)[C:10]([O:12][C:13]2[CH:14]=[CH:15][CH:16]=[CH:17][CH:18]=2)=[O:11])[CH:2]=[CH:3][CH:4]=[CH:5][CH:6]=1. Given the reactants [C:1]1([O:7][C:8](=[O:34])[N:9]([C:19]2[CH:24]=[C:23]([O:25][C:26]3[CH:31]=[CH:30][C:29]([NH2:32])=[C:28]([F:33])[CH:27]=3)[CH:22]=[CH:21][N:20]=2)[C:10]([O:12][C:13]2[CH:18]=[CH:17][CH:16]=[CH:15][CH:14]=2)=[O:11])[CH:6]=[CH:5][CH:4]=[CH:3][CH:2]=1.[F:35][C:36]1[CH:41]=[CH:40][CH:39]=[CH:38][C:37]=1[NH:42][C:43]([C:45]1([C:48](O)=[O:49])[CH2:47][CH2:46]1)=[O:44].C(N(CC)CC)C.F[P-](F)(F)(F)(F)F.N1(O[P+](N(C)C)(N(C)C)N(C)C)C2C=CC=CC=2N=N1, predict the reaction product. (5) Given the reactants [NH2:1][C:2]([C:4]1[CH:9]=[C:8](Cl)[N:7]=[C:6]([N:11]2[CH2:16][CH2:15][CH:14]([NH:17][C:18](=[O:24])[O:19][C:20]([CH3:23])([CH3:22])[CH3:21])[CH2:13][CH2:12]2)[CH:5]=1)=[O:3].[Cu](C#N)[C:26]#[N:27], predict the reaction product. The product is: [NH2:1][C:2]([C:4]1[CH:9]=[C:8]([C:26]#[N:27])[N:7]=[C:6]([N:11]2[CH2:16][CH2:15][CH:14]([NH:17][C:18](=[O:24])[O:19][C:20]([CH3:23])([CH3:22])[CH3:21])[CH2:13][CH2:12]2)[CH:5]=1)=[O:3]. (6) Given the reactants Cl[C:2]1[C:11]2[C:6](=[CH:7][C:8]([F:15])=[C:9]([N+:12]([O-:14])=[O:13])[CH:10]=2)[N:5]=[CH:4][N:3]=1.[Cl:16][C:17]1[C:18]([F:25])=[C:19]([CH:21]=[CH:22][C:23]=1[F:24])[NH2:20], predict the reaction product. The product is: [Cl:16][C:17]1[C:18]([F:25])=[C:19]([NH:20][C:2]2[C:11]3[C:6](=[CH:7][C:8]([F:15])=[C:9]([N+:12]([O-:14])=[O:13])[CH:10]=3)[N:5]=[CH:4][N:3]=2)[CH:21]=[CH:22][C:23]=1[F:24]. (7) Given the reactants [I:1]N1C(=O)CCC1=O.[C:9]([O:13][C:14](=[O:28])[NH:15][C@H:16]([CH2:26][OH:27])[CH2:17][O:18][CH2:19][C:20]1[CH:25]=[CH:24][CH:23]=[CH:22][CH:21]=1)([CH3:12])([CH3:11])[CH3:10].[CH3:29][C:30]([CH3:36])([CH3:35])[CH2:31]OC=C.[C:37]([O:40]CC)(=O)[CH3:38], predict the reaction product. The product is: [C:9]([O:13][C:14](=[O:28])[NH:15][C@H:16]([CH:26]([O:40][CH2:37][CH2:38][I:1])[O:27][CH2:36][C:30]([CH3:29])([CH3:31])[CH3:35])[CH2:17][O:18][CH2:19][C:20]1[CH:25]=[CH:24][CH:23]=[CH:22][CH:21]=1)([CH3:12])([CH3:10])[CH3:11].